Dataset: Catalyst prediction with 721,799 reactions and 888 catalyst types from USPTO. Task: Predict which catalyst facilitates the given reaction. (1) Reactant: [CH:1](=O)[C:2]1[CH:7]=[CH:6][CH:5]=[CH:4][CH:3]=1.[CH:9]([NH2:12])([CH3:11])[CH3:10].[SH:13][CH:14]([CH2:18][C:19]([OH:21])=[O:20])[C:15](O)=[O:16]. Product: [CH:9]([N:12]1[C:15](=[O:16])[CH:14]([CH2:18][C:19]([OH:21])=[O:20])[S:13][CH:1]1[C:2]1[CH:7]=[CH:6][CH:5]=[CH:4][CH:3]=1)([CH3:11])[CH3:10]. The catalyst class is: 18. (2) Reactant: [CH3:1][NH:2][C:3]([N:5]1[C:13]2[C:8](=[CH:9][C:10]([N+:14]([O-])=O)=[CH:11][CH:12]=2)[CH:7]=[C:6]1[CH3:17])=[O:4]. Product: [CH3:1][NH:2][C:3]([N:5]1[C:13]2[C:8](=[CH:9][C:10]([NH2:14])=[CH:11][CH:12]=2)[CH:7]=[C:6]1[CH3:17])=[O:4].[CH3:1][NH:2][C:3]([N:5]1[C:13]2[C:8](=[CH:9][C:10]([NH2:14])=[CH:11][CH:12]=2)[CH2:7][CH:6]1[CH3:17])=[O:4]. The catalyst class is: 591. (3) Reactant: CN(C)C=O.C(Cl)(=O)C(Cl)=O.[CH3:12][C:13]1[CH:18]=[CH:17][N:16]=[C:15]([N:19]2[C:24](=[O:25])[CH:23]=[CH:22][C:21]([C:26]([NH2:28])=O)=[CH:20]2)[CH:14]=1.C(N(CC)CC)C. Product: [CH3:12][C:13]1[CH:18]=[CH:17][N:16]=[C:15]([N:19]2[C:24](=[O:25])[CH:23]=[CH:22][C:21]([C:26]#[N:28])=[CH:20]2)[CH:14]=1. The catalyst class is: 10. (4) Reactant: [C:1]([O:5][C:6]([N:8]1[CH2:13][CH2:12][CH:11]([NH2:14])[CH2:10][CH2:9]1)=[O:7])([CH3:4])([CH3:3])[CH3:2].C(=O)(O)[O-].[Na+].Cl[C:21]([O:23][CH2:24][C:25]1[CH:30]=[CH:29][CH:28]=[CH:27][CH:26]=1)=[O:22]. Product: [C:1]([O:5][C:6]([N:8]1[CH2:13][CH2:12][CH:11]([NH:14][C:21]([O:23][CH2:24][C:25]2[CH:30]=[CH:29][CH:28]=[CH:27][CH:26]=2)=[O:22])[CH2:10][CH2:9]1)=[O:7])([CH3:4])([CH3:2])[CH3:3]. The catalyst class is: 1.